Dataset: Full USPTO retrosynthesis dataset with 1.9M reactions from patents (1976-2016). Task: Predict the reactants needed to synthesize the given product. (1) Given the product [CH2:1]([O:8][CH2:9][CH2:10][CH2:11][CH2:12][CH2:13][CH2:14]/[CH:15]=[CH:16]/[C@H:17]([C:18]([N:20]1[C@@H:24]([CH:25]([CH3:27])[CH3:26])[C:23]([C:34]2[CH:39]=[CH:38][CH:37]=[CH:36][CH:35]=2)([C:28]2[CH:33]=[CH:32][CH:31]=[CH:30][CH:29]=2)[S:40][C:21]1=[O:22])=[O:19])[C@@:52]([OH:51])([CH2:60][CH2:61][CH3:62])[C:53]([O:55][C:56]([CH3:57])([CH3:58])[CH3:59])=[O:54])[CH2:2][CH2:3][CH2:4][CH2:5][CH2:6][CH3:7], predict the reactants needed to synthesize it. The reactants are: [CH2:1]([O:8][CH2:9][CH2:10][CH2:11][CH2:12][CH2:13][CH2:14]/[CH:15]=[CH:16]/[CH2:17][C:18]([N:20]1[C@@H:24]([CH:25]([CH3:27])[CH3:26])[C:23]([C:34]2[CH:39]=[CH:38][CH:37]=[CH:36][CH:35]=2)([C:28]2[CH:33]=[CH:32][CH:31]=[CH:30][CH:29]=2)[O:22][C:21]1=[S:40])=[O:19])[CH2:2][CH2:3][CH2:4][CH2:5][CH2:6][CH3:7].C[Si](C)(C)[N-][Si](C)(C)C.[Li+].[O:51]=[C:52]([CH2:60][CH2:61][CH3:62])[C:53]([O:55][C:56]([CH3:59])([CH3:58])[CH3:57])=[O:54].C(O)(=O)C. (2) Given the product [CH3:1][C:2]1[CH:3]=[C:4]([C@H:12]2[CH2:17][C@@H:16]([C:18]3[O:22][NH:21][C:20](=[O:23])[CH:19]=3)[CH2:15][CH2:14][N:13]2[C:24]([O:26][CH3:27])=[O:25])[CH:5]=[CH:6][C:7]=1[C:8]([F:9])([F:10])[F:11].[CH3:1][C:2]1[CH:3]=[C:4]([C@@H:12]2[CH2:17][C@H:16]([C:18]3[O:22][NH:21][C:20](=[O:23])[CH:19]=3)[CH2:15][CH2:14][N:13]2[C:24]([O:26][CH3:27])=[O:25])[CH:5]=[CH:6][C:7]=1[C:8]([F:9])([F:10])[F:11], predict the reactants needed to synthesize it. The reactants are: [CH3:1][C:2]1[CH:3]=[C:4]([C@H:12]2[CH2:17][C@@H:16]([C:18]3[O:22][NH:21][C:20](=[O:23])[CH:19]=3)[CH2:15][CH2:14][N:13]2[C:24]([O:26][CH3:27])=[O:25])[CH:5]=[CH:6][C:7]=1[C:8]([F:11])([F:10])[F:9].CCCCCCC.CC(O)C. (3) Given the product [Br:23][C:13]1[C:12]2=[CH:20][N:9]([C:3]3[C:2]([Cl:1])=[CH:7][CH:6]=[CH:5][C:4]=3[Cl:8])[N:10]=[C:11]2[C:16]([O:17][CH3:18])=[CH:15][N:14]=1, predict the reactants needed to synthesize it. The reactants are: [Cl:1][C:2]1[CH:7]=[CH:6][CH:5]=[C:4]([Cl:8])[C:3]=1[N:9]1[CH:20]=[C:12]2[CH:13]=[N+:14]([O-])[CH:15]=[C:16]([O:17][CH3:18])[C:11]2=[N:10]1.P(Br)(Br)([Br:23])=O. (4) Given the product [C:39]1([C:46]2[CH:51]=[CH:50][CH:49]=[CH:48][CH:47]=2)[CH:40]=[CH:41][C:42]([NH:45][CH2:15][C:17]2[CH:22]=[CH:21][CH:20]=[CH:19][C:18]=2[C:23]2[CH:24]=[CH:25][C:26]([C:29]([NH:31][CH2:32][CH2:33][C:34]([O:36][CH2:37][CH3:38])=[O:35])=[O:30])=[N:27][CH:28]=2)=[CH:43][CH:44]=1, predict the reactants needed to synthesize it. The reactants are: [BH-](OC(C)=O)(OC(C)=O)OC(C)=O.[Na+].[CH:15]([C:17]1[CH:22]=[CH:21][CH:20]=[CH:19][C:18]=1[C:23]1[CH:24]=[CH:25][C:26]([C:29]([NH:31][CH2:32][CH2:33][C:34]([O:36][CH2:37][CH3:38])=[O:35])=[O:30])=[N:27][CH:28]=1)=O.[C:39]1([C:46]2[CH:51]=[CH:50][CH:49]=[CH:48][CH:47]=2)[CH:44]=[CH:43][C:42]([NH2:45])=[CH:41][CH:40]=1.CC(O)=O. (5) Given the product [C:1]([C:4]1[CH:9]=[C:8]([Cl:10])[N:7]=[CH:6][C:5]=1[NH:11][S:12]([C:15]1[CH:20]=[CH:19][C:18]([N+:21]([O-:23])=[O:22])=[CH:17][CH:16]=1)(=[O:13])=[O:14])(=[O:3])[CH3:2], predict the reactants needed to synthesize it. The reactants are: [C:1]([C:4]1[CH:9]=[C:8]([Cl:10])[N:7]=[CH:6][C:5]=1[N:11](S(C1C=CC([N+]([O-])=O)=CC=1)(=O)=O)[S:12]([C:15]1[CH:20]=[CH:19][C:18]([N+:21]([O-:23])=[O:22])=[CH:17][CH:16]=1)(=[O:14])=[O:13])(=[O:3])[CH3:2].[Li+].[OH-].Cl. (6) Given the product [NH2:1][C:2]1[N:3]=[CH:4][C:5]([C:8]2[N:9]=[C:10]([N:27]3[CH2:32][CH2:31][O:30][CH2:29][CH2:28]3)[C:11]3[S:16][C:15]([C:17]4[CH:18]=[C:19]([CH:23]=[CH:24][CH:25]=4)[C:20]([N:34]([CH2:35][CH:36]([OH:39])[CH2:37][OH:38])[CH3:33])=[O:21])=[C:14]([CH3:26])[C:12]=3[N:13]=2)=[CH:6][N:7]=1, predict the reactants needed to synthesize it. The reactants are: [NH2:1][C:2]1[N:7]=[CH:6][C:5]([C:8]2[N:9]=[C:10]([N:27]3[CH2:32][CH2:31][O:30][CH2:29][CH2:28]3)[C:11]3[S:16][C:15]([C:17]4[CH:18]=[C:19]([CH:23]=[CH:24][CH:25]=4)[C:20](O)=[O:21])=[C:14]([CH3:26])[C:12]=3[N:13]=2)=[CH:4][N:3]=1.[CH3:33][NH:34][CH2:35][CH:36]([OH:39])[CH2:37][OH:38].